This data is from Forward reaction prediction with 1.9M reactions from USPTO patents (1976-2016). The task is: Predict the product of the given reaction. (1) Given the reactants COS([O-])(=O)=O.CN(C)C=[N+](C)C.CC(C)([O-])C.[K+].[C:20]([O:24][C:25]([N:27]1[C:31](=[O:32])[CH2:30][CH2:29][C@H:28]1CC1C=CC(C2C=CC=CC=2)=CC=1)=[O:26])([CH3:23])([CH3:22])[CH3:21], predict the reaction product. The product is: [C:20]([O:24][C:25]([N:27]1[CH2:28][CH2:29][CH2:30][C:31]1=[O:32])=[O:26])([CH3:23])([CH3:21])[CH3:22]. (2) Given the reactants [CH3:1][O:2][C:3]1[CH:4]=[C:5]2[C:10](=[CH:11][C:12]=1[O:13][CH3:14])[N:9]=[CH:8][N:7]=[C:6]2[O:15][C:16]1[CH:22]=[CH:21][C:19]([NH2:20])=[CH:18][CH:17]=1.C1(C)C=CC=CC=1.C(N(CC)CC)C.Cl[C:38](Cl)([O:40]C(=O)OC(Cl)(Cl)Cl)Cl.[F:49][C:50]([F:61])([F:60])[C:51]1[CH:52]=[C:53]([CH:57]=[CH:58][CH:59]=1)[CH:54]([OH:56])[CH3:55], predict the reaction product. The product is: [CH3:1][O:2][C:3]1[CH:4]=[C:5]2[C:10](=[CH:11][C:12]=1[O:13][CH3:14])[N:9]=[CH:8][N:7]=[C:6]2[O:15][C:16]1[CH:22]=[CH:21][C:19]([NH:20][C:38](=[O:40])[O:56][CH:54]([C:53]2[CH:57]=[CH:58][CH:59]=[C:51]([C:50]([F:60])([F:61])[F:49])[CH:52]=2)[CH3:55])=[CH:18][CH:17]=1. (3) Given the reactants [Cl:1][C:2]1[CH:7]=[C:6]([CH2:8]I)[CH:5]=[CH:4][C:3]=1[C:10]1[N:14]=[C:13]([C:15]2[N:16]=[C:17]3[C:22]([Cl:23])=[CH:21][C:20]([C:24]([F:27])([F:26])[F:25])=[CH:19][N:18]3[CH:28]=2)[O:12][N:11]=1.[C-:29]#[N:30].[Na+].C(Cl)Cl.CCOC(C)=O.CCCCCC, predict the reaction product. The product is: [Cl:1][C:2]1[CH:7]=[C:6]([CH2:8][C:29]#[N:30])[CH:5]=[CH:4][C:3]=1[C:10]1[N:14]=[C:13]([C:15]2[N:16]=[C:17]3[C:22]([Cl:23])=[CH:21][C:20]([C:24]([F:27])([F:26])[F:25])=[CH:19][N:18]3[CH:28]=2)[O:12][N:11]=1. (4) Given the reactants B(Cl)(Cl)Cl.C(Cl)Cl.C([O:15][C:16]1[C:17]([CH3:34])=[C:18]([CH3:33])[C:19]([NH:23][C:24]2[CH:29]=[CH:28][C:27]([N+:30]([O-:32])=[O:31])=[CH:26][CH:25]=2)=[N:20][C:21]=1[CH3:22])C1C=CC=CC=1.CC1C(C)=C(C)C(C)=C(C)C=1, predict the reaction product. The product is: [CH3:22][C:21]1[C:16]([OH:15])=[C:17]([CH3:34])[C:18]([CH3:33])=[C:19]([NH:23][C:24]2[CH:29]=[CH:28][C:27]([N+:30]([O-:32])=[O:31])=[CH:26][CH:25]=2)[N:20]=1. (5) Given the reactants [CH2:1]([O:8][C:9]1[CH:10]=[C:11]([C@@H:15]([NH:28]C(OC(C)(C)C)=O)[CH:16]([C:24]([O:26][CH3:27])=[O:25])[C:17]([O:19][C:20]([CH3:23])([CH3:22])[CH3:21])=[O:18])[CH:12]=[CH:13][CH:14]=1)[C:2]1[CH:7]=[CH:6][CH:5]=[CH:4][CH:3]=1.C(=O)([O-])O.[Na+], predict the reaction product. The product is: [NH2:28][C@H:15]([C:11]1[CH:12]=[CH:13][CH:14]=[C:9]([O:8][CH2:1][C:2]2[CH:7]=[CH:6][CH:5]=[CH:4][CH:3]=2)[CH:10]=1)[CH:16]([C:24]([O:26][CH3:27])=[O:25])[C:17]([O:19][C:20]([CH3:23])([CH3:22])[CH3:21])=[O:18].